From a dataset of Experimentally validated miRNA-target interactions with 360,000+ pairs, plus equal number of negative samples. Binary Classification. Given a miRNA mature sequence and a target amino acid sequence, predict their likelihood of interaction. (1) The miRNA is hsa-miR-193b-3p with sequence AACUGGCCCUCAAAGUCCCGCU. The protein sequence of the target gene is MTTKDYPSLWGFGTTKTFKIPIEHLDFKYIEKCSDVKHLEKILCVLRSGEEGYYPELTEFCEKHLQALAPESRALRKDKPAATAASFTAEEWEKIDGDIKSWVSEIKKEEDKMHFHETETFPAMKDNLPPVRGSNSCLHVGKEKYSKRPTKKKTPRDYAEWDKFDVEKECLKIDEDYKEKTVIDKSHLSKIETRIDTAGLTEKEKDFLATREKEKGNEAFNSGDYEEAVMYYTRSISALPTVVAYNNRAQAEIKLQNWNSAFQDCEKVLELEPGNVKALLRRATTYKHQNKLREATEDLS.... Result: 0 (no interaction). (2) The miRNA is hsa-miR-5590-3p with sequence AAUAAAGUUCAUGUAUGGCAA. The protein sequence of the target gene is MRLKNLTFIIILIISGELYAEEKPCGFPHVENGRIAQYYYTFKSFYFPMSIDKKLSFFCLAGYTTESGRQEEQTTCTTEGWSPEPRCFKKCTKPDLSNGYISDVKLLYKIQENMRYGCASGYKTTGGKDEEVVQCLSDGWSSQPTCRKEHETCLAPELYNGNYSTTQKTFKVKDKVQYECATGYYTAGGKKTEEVECLTYGWSLTPKCTKLKCSSLRLIENGYFHPVKQTYEEGDVVQFFCHENYYLSGSDLIQCYNFGWYPESPVCEGRRNRCPPPPLPINSKIQTHSTTYRHGEIVHI.... Result: 0 (no interaction).